This data is from Forward reaction prediction with 1.9M reactions from USPTO patents (1976-2016). The task is: Predict the product of the given reaction. Given the reactants Br[C:2]1[C:3]([NH:16][CH:17]2[CH2:22][CH2:21][N:20]([CH2:23][C:24]3[CH:29]=[CH:28][CH:27]=[CH:26][CH:25]=3)[CH2:19][CH2:18]2)=[N:4][C:5]([NH:8][CH2:9][C:10]2[CH:15]=[CH:14][N:13]=[CH:12][CH:11]=2)=[N:6][CH:7]=1.[C:30]([C:33]1[CH:38]=[CH:37][C:36](B(O)O)=[CH:35][CH:34]=1)([OH:32])=[O:31], predict the reaction product. The product is: [C:30]([C:33]1[CH:38]=[CH:37][C:36]([C:2]2[C:3]([NH:16][CH:17]3[CH2:22][CH2:21][N:20]([CH2:23][C:24]4[CH:29]=[CH:28][CH:27]=[CH:26][CH:25]=4)[CH2:19][CH2:18]3)=[N:4][C:5]([NH:8][CH2:9][C:10]3[CH:15]=[CH:14][N:13]=[CH:12][CH:11]=3)=[N:6][CH:7]=2)=[CH:35][CH:34]=1)([OH:32])=[O:31].